From a dataset of Full USPTO retrosynthesis dataset with 1.9M reactions from patents (1976-2016). Predict the reactants needed to synthesize the given product. (1) Given the product [CH3:9][O:8][C:6](=[O:7])[C:5]1[CH:10]=[CH:11][C:2]([F:1])=[CH:3][C:4]=1[O:12][CH2:16][C:17]1[CH:22]=[CH:21][C:20]([O:23][CH3:24])=[CH:19][CH:18]=1, predict the reactants needed to synthesize it. The reactants are: [F:1][C:2]1[CH:11]=[CH:10][C:5]([C:6]([O:8][CH3:9])=[O:7])=[C:4]([OH:12])[CH:3]=1.[H-].[Na+].Br[CH2:16][C:17]1[CH:22]=[CH:21][C:20]([O:23][CH3:24])=[CH:19][CH:18]=1.Cl. (2) Given the product [N:2]1([CH2:3][CH2:4][CH2:5][O:6][C:7]2[CH:8]=[CH:9][C:10]([C:13]3[CH:14]=[C:15]4[C:25]5[C:20](=[CH:21][N:22]=[C:23]([C:26]6[CH:27]=[N:28][CH:29]=[CH:30][CH:31]=6)[CH:24]=5)[NH:19][C:16]4=[N:17][CH:18]=3)=[CH:11][CH:12]=2)[CH2:1][CH2:38][CH2:34][CH2:33][CH2:32]1, predict the reactants needed to synthesize it. The reactants are: [CH3:1][N:2]([CH3:32])[CH2:3][CH2:4][CH2:5][O:6][C:7]1[CH:12]=[CH:11][C:10]([C:13]2[CH:14]=[C:15]3[C:25]4[C:20](=[CH:21][N:22]=[C:23]([C:26]5[CH:27]=[N:28][CH:29]=[CH:30][CH:31]=5)[CH:24]=4)[NH:19][C:16]3=[N:17][CH:18]=2)=[CH:9][CH:8]=1.[CH3:33][C:34]1(C)[C:38](C)(C)OB(C2C=CC(OCCCN3CCCCC3)=CC=2)O1.BrC1C=C2C3C(=CN=C(C4C=NC=CC=4)C=3)NC2=NC=1.